From a dataset of Full USPTO retrosynthesis dataset with 1.9M reactions from patents (1976-2016). Predict the reactants needed to synthesize the given product. (1) Given the product [CH3:1][C:2]1[CH:3]=[CH:4][C:5]([C:8]2[O:12][N:11]=[CH:10][C:9]=2[C:13]([N:25]2[CH2:26][CH2:27][S:28][CH:23]([C:19]3[CH:18]=[N:17][CH:22]=[CH:21][CH:20]=3)[CH2:24]2)=[O:15])=[CH:6][CH:7]=1, predict the reactants needed to synthesize it. The reactants are: [CH3:1][C:2]1[CH:7]=[CH:6][C:5]([C:8]2[O:12][N:11]=[CH:10][C:9]=2[C:13]([OH:15])=O)=[CH:4][CH:3]=1.Cl.[N:17]1[CH:22]=[CH:21][CH:20]=[C:19]([CH:23]2[S:28][CH2:27][CH2:26][NH:25][CH2:24]2)[CH:18]=1. (2) Given the product [CH:1]1([CH:4]([C:11]2[CH:16]=[C:15]([CH2:17][O:18][C:19]3[CH:20]=[N:21][C:22]([C:30]4[CH:35]=[C:34]([O:36][CH3:37])[CH:33]=[CH:32][C:31]=4[F:38])=[C:23]([CH2:25][C:26]([CH3:29])([CH3:27])[CH3:28])[CH:24]=3)[N:14]=[CH:13][N:12]=2)[CH2:5][C:6]([OH:8])=[O:7])[CH2:2][CH2:3]1, predict the reactants needed to synthesize it. The reactants are: [CH:1]1([CH:4]([C:11]2[CH:16]=[C:15]([CH2:17][O:18][C:19]3[CH:20]=[N:21][C:22]([C:30]4[CH:35]=[C:34]([O:36][CH3:37])[CH:33]=[CH:32][C:31]=4[F:38])=[C:23]([CH2:25][C:26]([CH3:29])([CH3:28])[CH3:27])[CH:24]=3)[N:14]=[CH:13][N:12]=2)[CH2:5][C:6]([O:8]CC)=[O:7])[CH2:3][CH2:2]1.[OH-].[Na+].Cl. (3) Given the product [Cl:1][C:2]1[C:3]([OH:16])=[C:4]([CH:12]([OH:15])[CH2:13][CH2:14][CH2:22][CH2:25][CH2:18][CH2:19][CH2:20][CH2:28][CH2:29][CH2:30][CH3:31])[C:5]([OH:11])=[C:6]([C:9]=1[CH3:10])[CH:7]=[O:8], predict the reactants needed to synthesize it. The reactants are: [Cl:1][C:2]1[C:3]([OH:16])=[C:4]([CH:12]([OH:15])[CH2:13][CH3:14])[C:5]([OH:11])=[C:6]([C:9]=1[CH3:10])[CH:7]=[O:8].Cl[C:18]1[C:19](O)=[C:20]([CH:28](O)[CH2:29][CH2:30][CH2:31]C)C(O)=[C:22]([C:25]=1C)C=O.ClC1C(O)=C(C(O)CCCCCC)C(O)=C(C=1C)C=O.ClC1C(O)=C(C(O)CCCCCCCC)C(O)=C(C=1C)C=O.ClC1C(O)=C(C(O)CCCCCCCCC)C(O)=C(C=1C)C=O. (4) Given the product [C:47]([O:46][C:43](=[O:45])[CH2:44][C:10]([C:9]1[CH:15]=[CH:16][CH:17]=[C:7]([C:5]2[O:4][N:3]=[C:2]([CH3:1])[CH:6]=2)[CH:8]=1)=[O:12])([CH3:50])([CH3:49])[CH3:48], predict the reactants needed to synthesize it. The reactants are: [CH3:1][C:2]1[CH:6]=[C:5]([C:7]2[CH:8]=[C:9]([CH:15]=[CH:16][CH:17]=2)[C:10]([O:12]CC)=O)[O:4][N:3]=1.C(C1C=C(C=CC=1)C(OCC)=O)#C.C1C(=O)N(Cl)C(=O)C1.C(=NO)C.[C:43]([O:46][C:47]([CH3:50])([CH3:49])[CH3:48])(=[O:45])[CH3:44].[Li]. (5) Given the product [S:21]1[C:17]([C:14]2[N:13]=[CH:12][C:11]3[CH:10]=[N:9][N:8]([C:6]4[N:7]=[C:2]([N:32]5[CH2:31][CH2:30][N:29]([C:22]([O:24][C:25]([CH3:28])([CH3:27])[CH3:26])=[O:23])[CH2:34][CH2:33]5)[CH:3]=[CH:4][CH:5]=4)[C:16]=3[CH:15]=2)=[CH:18][N:19]=[CH:20]1, predict the reactants needed to synthesize it. The reactants are: F[C:2]1[N:7]=[C:6]([N:8]2[C:16]3[CH:15]=[C:14]([C:17]4[S:21][CH:20]=[N:19][CH:18]=4)[N:13]=[CH:12][C:11]=3[CH:10]=[N:9]2)[CH:5]=[CH:4][CH:3]=1.[C:22]([N:29]1[CH2:34][CH2:33][NH:32][CH2:31][CH2:30]1)([O:24][C:25]([CH3:28])([CH3:27])[CH3:26])=[O:23]. (6) Given the product [C:18]([NH:17][C:14]1[S:15][CH:16]=[C:12]([CH2:11][CH2:10][C:8]2[S:9][C:5]([CH2:4][CH2:3][CH2:2][NH:1][CH:29]([NH:30][C:31](=[O:32])[O:33][C:34]([CH3:37])([CH3:36])[CH3:35])[NH:28][C:26](=[O:27])[O:25][C:21]([CH3:24])([CH3:23])[CH3:22])=[CH:6][CH:7]=2)[N:13]=1)(=[O:20])[CH3:19], predict the reactants needed to synthesize it. The reactants are: [NH2:1][CH2:2][CH2:3][CH2:4][C:5]1[S:9][C:8]([CH2:10][CH2:11][C:12]2[N:13]=[C:14]([NH:17][C:18](=[O:20])[CH3:19])[S:15][CH:16]=2)=[CH:7][CH:6]=1.[C:21]([O:25][C:26]([NH:28][C:29](N1C=CC=N1)=[N:30][C:31]([O:33][C:34]([CH3:37])([CH3:36])[CH3:35])=[O:32])=[O:27])([CH3:24])([CH3:23])[CH3:22]. (7) Given the product [CH2:22]([O:29][N:30]1[C:36](=[O:37])[N:35]2[CH2:38][C@H:31]1[CH2:32][CH2:33][C@H:34]2[C:39]1[O:55][C:43]([CH2:44][CH2:45][N:46]([CH3:54])[C:47](=[O:53])[O:48][C:49]([CH3:50])([CH3:51])[CH3:52])=[N:42][N:41]=1)[C:23]1[CH:28]=[CH:27][CH:26]=[CH:25][CH:24]=1, predict the reactants needed to synthesize it. The reactants are: C1C=CC(P(C2C=CC=CC=2)C2C=CC=CC=2)=CC=1.II.[CH2:22]([O:29][N:30]1[C:36](=[O:37])[N:35]2[CH2:38][C@H:31]1[CH2:32][CH2:33][C@H:34]2[C:39]([NH:41][NH:42][C:43](=[O:55])[CH2:44][CH2:45][N:46]([CH3:54])[C:47](=[O:53])[O:48][C:49]([CH3:52])([CH3:51])[CH3:50])=O)[C:23]1[CH:28]=[CH:27][CH:26]=[CH:25][CH:24]=1. (8) Given the product [Br:1][C:2]1[CH:7]=[CH:6][C:5]([S:8]([C:15]2[CH:16]=[CH:17][C:12]([O:18][CH3:19])=[CH:13][CH:14]=2)(=[O:10])=[O:9])=[CH:4][CH:3]=1, predict the reactants needed to synthesize it. The reactants are: [Br:1][C:2]1[CH:7]=[CH:6][C:5]([S:8](Cl)(=[O:10])=[O:9])=[CH:4][CH:3]=1.[C:12]1([O:18][CH3:19])[CH:17]=[CH:16][CH:15]=[CH:14][CH:13]=1.